The task is: Predict the reactants needed to synthesize the given product.. This data is from Full USPTO retrosynthesis dataset with 1.9M reactions from patents (1976-2016). The reactants are: [CH3:1][NH:2][C@H:3]1[C:11]2[C:6](=[CH:7][CH:8]=[C:9]([C:12]([O:14][CH3:15])=[O:13])[CH:10]=2)[CH2:5][CH2:4]1.[CH:16]1([CH2:21][CH2:22][C:23](Cl)=[O:24])[CH2:20][CH2:19][CH2:18][CH2:17]1. Given the product [CH:16]1([CH2:21][CH2:22][C:23]([N:2]([C@H:3]2[C:11]3[C:6](=[CH:7][CH:8]=[C:9]([C:12]([O:14][CH3:15])=[O:13])[CH:10]=3)[CH2:5][CH2:4]2)[CH3:1])=[O:24])[CH2:20][CH2:19][CH2:18][CH2:17]1, predict the reactants needed to synthesize it.